Dataset: NCI-60 drug combinations with 297,098 pairs across 59 cell lines. Task: Regression. Given two drug SMILES strings and cell line genomic features, predict the synergy score measuring deviation from expected non-interaction effect. (1) Drug 1: CC1=C2C(C(=O)C3(C(CC4C(C3C(C(C2(C)C)(CC1OC(=O)C(C(C5=CC=CC=C5)NC(=O)OC(C)(C)C)O)O)OC(=O)C6=CC=CC=C6)(CO4)OC(=O)C)OC)C)OC. Drug 2: C1=CC(=CC=C1C#N)C(C2=CC=C(C=C2)C#N)N3C=NC=N3. Cell line: HS 578T. Synergy scores: CSS=61.3, Synergy_ZIP=8.66, Synergy_Bliss=7.36, Synergy_Loewe=-27.0, Synergy_HSA=6.07. (2) Drug 1: C1CCC(CC1)NC(=O)N(CCCl)N=O. Drug 2: CC(C)NC(=O)C1=CC=C(C=C1)CNNC.Cl. Cell line: SNB-19. Synergy scores: CSS=29.2, Synergy_ZIP=0.971, Synergy_Bliss=-4.12, Synergy_Loewe=-5.08, Synergy_HSA=-4.74. (3) Drug 1: CC1OCC2C(O1)C(C(C(O2)OC3C4COC(=O)C4C(C5=CC6=C(C=C35)OCO6)C7=CC(=C(C(=C7)OC)O)OC)O)O. Drug 2: CC1C(C(CC(O1)OC2CC(CC3=C2C(=C4C(=C3O)C(=O)C5=C(C4=O)C(=CC=C5)OC)O)(C(=O)C)O)N)O.Cl. Cell line: HCT116. Synergy scores: CSS=57.9, Synergy_ZIP=1.13, Synergy_Bliss=1.74, Synergy_Loewe=3.35, Synergy_HSA=5.88. (4) Drug 1: CC12CCC(CC1=CCC3C2CCC4(C3CC=C4C5=CN=CC=C5)C)O. Drug 2: C1C(C(OC1N2C=NC3=C(N=C(N=C32)Cl)N)CO)O. Cell line: EKVX. Synergy scores: CSS=-3.14, Synergy_ZIP=2.04, Synergy_Bliss=0.764, Synergy_Loewe=-3.49, Synergy_HSA=-3.66. (5) Drug 1: CN(C)N=NC1=C(NC=N1)C(=O)N. Drug 2: CS(=O)(=O)CCNCC1=CC=C(O1)C2=CC3=C(C=C2)N=CN=C3NC4=CC(=C(C=C4)OCC5=CC(=CC=C5)F)Cl. Cell line: NCIH23. Synergy scores: CSS=0.235, Synergy_ZIP=0.260, Synergy_Bliss=1.36, Synergy_Loewe=-0.293, Synergy_HSA=0.0631. (6) Drug 1: C1=NC2=C(N1)C(=S)N=C(N2)N. Drug 2: CCCCC(=O)OCC(=O)C1(CC(C2=C(C1)C(=C3C(=C2O)C(=O)C4=C(C3=O)C=CC=C4OC)O)OC5CC(C(C(O5)C)O)NC(=O)C(F)(F)F)O. Cell line: UO-31. Synergy scores: CSS=22.2, Synergy_ZIP=-6.92, Synergy_Bliss=-5.54, Synergy_Loewe=-3.47, Synergy_HSA=-2.99. (7) Drug 1: C1CC(=O)NC(=O)C1N2CC3=C(C2=O)C=CC=C3N. Drug 2: CC1=C(N=C(N=C1N)C(CC(=O)N)NCC(C(=O)N)N)C(=O)NC(C(C2=CN=CN2)OC3C(C(C(C(O3)CO)O)O)OC4C(C(C(C(O4)CO)O)OC(=O)N)O)C(=O)NC(C)C(C(C)C(=O)NC(C(C)O)C(=O)NCCC5=NC(=CS5)C6=NC(=CS6)C(=O)NCCC[S+](C)C)O. Cell line: CAKI-1. Synergy scores: CSS=27.0, Synergy_ZIP=-9.55, Synergy_Bliss=-3.36, Synergy_Loewe=-37.1, Synergy_HSA=-0.580. (8) Drug 1: CC1=C(C=C(C=C1)NC2=NC=CC(=N2)N(C)C3=CC4=NN(C(=C4C=C3)C)C)S(=O)(=O)N.Cl. Drug 2: C(=O)(N)NO. Cell line: U251. Synergy scores: CSS=10.4, Synergy_ZIP=-5.03, Synergy_Bliss=-2.57, Synergy_Loewe=0.926, Synergy_HSA=1.30. (9) Drug 1: CC1=C(C=C(C=C1)C(=O)NC2=CC(=CC(=C2)C(F)(F)F)N3C=C(N=C3)C)NC4=NC=CC(=N4)C5=CN=CC=C5. Drug 2: C#CCC(CC1=CN=C2C(=N1)C(=NC(=N2)N)N)C3=CC=C(C=C3)C(=O)NC(CCC(=O)O)C(=O)O. Cell line: OVCAR-8. Synergy scores: CSS=58.6, Synergy_ZIP=2.90, Synergy_Bliss=0.988, Synergy_Loewe=-28.1, Synergy_HSA=0.519. (10) Drug 1: CC1C(C(CC(O1)OC2CC(CC3=C2C(=C4C(=C3O)C(=O)C5=C(C4=O)C(=CC=C5)OC)O)(C(=O)CO)O)N)O.Cl. Drug 2: CN(CC1=CN=C2C(=N1)C(=NC(=N2)N)N)C3=CC=C(C=C3)C(=O)NC(CCC(=O)O)C(=O)O. Cell line: NCI-H322M. Synergy scores: CSS=40.9, Synergy_ZIP=-1.72, Synergy_Bliss=-1.31, Synergy_Loewe=-18.0, Synergy_HSA=-2.61.